This data is from Reaction yield outcomes from USPTO patents with 853,638 reactions. The task is: Predict the reaction yield, written as a fraction of the theoretical maximum amount of product (1.0 means a 100% yield; for example, 0.34 means a 34% yield). (1) The reactants are [NH2:1][C:2]1[CH:7]=[CH:6][C:5]([N+:8]([O-:10])=[O:9])=[CH:4][C:3]=1[SH:11].[OH-].[Na+].Br[CH2:15][CH2:16][Cl:17]. The catalyst is C(O)C.O.C(OCC)(=O)C. The product is [Cl:17][CH2:16][CH2:15][S:11][C:3]1[CH:4]=[C:5]([N+:8]([O-:10])=[O:9])[CH:6]=[CH:7][C:2]=1[NH2:1]. The yield is 0.910. (2) The reactants are [CH3:1][N:2]1[CH2:7][CH2:6][CH:5]([CH2:8][CH2:9][CH2:10][CH2:11][O:12][C:13]2[CH:14]=[C:15]([CH:18]=[CH:19][N:20]=2)[C:16]#[N:17])[CH2:4][CH2:3]1.C[N:22]1[CH2:27][CH2:26][CH:25]([CH2:28][CH2:29][CH2:30][CH2:31]O)CC1.[H-].[Na+].Cl[C:36]1C=C(C=CN=1)C#N.C([O-])(O)=O.[Na+]. The catalyst is CN(C=O)C.O. The product is [CH3:31][C:30]1[C:27]2[N:22]=[C:16]([C:15]3[CH:18]=[CH:19][N:20]=[C:13]([O:12][CH2:11][CH2:10][CH2:9][CH2:8][CH:5]4[CH2:6][CH2:7][N:2]([CH3:1])[CH2:3][CH2:4]4)[CH:14]=3)[NH:17][C:26]=2[CH:25]=[C:28]([CH3:36])[CH:29]=1. The yield is 0.280.